From a dataset of Full USPTO retrosynthesis dataset with 1.9M reactions from patents (1976-2016). Predict the reactants needed to synthesize the given product. (1) Given the product [Si:1]([O:8][C@@H:9]([CH2:35][C@H:36]([OH:64])[C:37]#[C:38][C@H:39]([CH3:63])[C@H:40]([O:55][Si:56]([C:59]([CH3:60])([CH3:61])[CH3:62])([CH3:58])[CH3:57])[C@@H:41]([CH3:54])[CH2:42][C@@H:43]([CH3:53])[CH2:44][O:45][Si:46]([C:49]([CH3:50])([CH3:51])[CH3:52])([CH3:48])[CH3:47])[C@H:10]([CH3:34])/[CH:11]=[CH:12]/[CH2:13][O:14][C:15]([C:28]1[CH:33]=[CH:32][CH:31]=[CH:30][CH:29]=1)([C:22]1[CH:23]=[CH:24][CH:25]=[CH:26][CH:27]=1)[C:16]1[CH:17]=[CH:18][CH:19]=[CH:20][CH:21]=1)([C:4]([CH3:5])([CH3:6])[CH3:7])([CH3:3])[CH3:2], predict the reactants needed to synthesize it. The reactants are: [Si:1]([O:8][C@@H:9]([CH2:35][C:36](=[O:64])[C:37]#[C:38][C@H:39]([CH3:63])[C@H:40]([O:55][Si:56]([C:59]([CH3:62])([CH3:61])[CH3:60])([CH3:58])[CH3:57])[C@@H:41]([CH3:54])[CH2:42][C@@H:43]([CH3:53])[CH2:44][O:45][Si:46]([C:49]([CH3:52])([CH3:51])[CH3:50])([CH3:48])[CH3:47])[C@H:10]([CH3:34])/[CH:11]=[CH:12]/[CH2:13][O:14][C:15]([C:28]1[CH:33]=[CH:32][CH:31]=[CH:30][CH:29]=1)([C:22]1[CH:27]=[CH:26][CH:25]=[CH:24][CH:23]=1)[C:16]1[CH:21]=[CH:20][CH:19]=[CH:18][CH:17]=1)([C:4]([CH3:7])([CH3:6])[CH3:5])([CH3:3])[CH3:2]. (2) Given the product [CH2:31]([Sn:25]([CH2:21][CH2:22][CH2:23][CH3:24])([CH2:27][CH2:28][CH2:29][CH3:30])[C:2]1[C:7]([Cl:8])=[CH:6][C:5]([Cl:9])=[CH:4][N:3]=1)[CH2:32][CH2:33][CH3:34], predict the reactants needed to synthesize it. The reactants are: Br[C:2]1[C:7]([Cl:8])=[CH:6][C:5]([Cl:9])=[CH:4][N:3]=1.C([Li])CCC.CCCCCC.[CH2:21]([Sn:25]([CH2:31][CH2:32][CH2:33][CH3:34])([CH2:27][CH2:28][CH2:29][CH3:30])Cl)[CH2:22][CH2:23][CH3:24]. (3) Given the product [CH:30]1([C:33]2[C:34]([O:43][C@@H:44]3[CH2:49][CH2:48][CH2:47][N:46]([CH2:50][C:51]4[CH:52]=[CH:53][C:54]([CH3:57])=[CH:55][CH:56]=4)[CH2:45]3)=[CH:35][C:36]([F:42])=[C:37]([CH:41]=2)[C:38]([NH:69][S:66]([CH:63]2[CH2:65][CH2:64]2)(=[O:68])=[O:67])=[O:39])[CH2:32][CH2:31]1, predict the reactants needed to synthesize it. The reactants are: C1(C2C(O[C@@H]3CCCN(CC4C=CC(Cl)=C(Cl)C=4)C3)=CC(F)=C(C=2)C(O)=O)CC1.[CH:30]1([C:33]2[C:34]([O:43][C@@H:44]3[CH2:49][CH2:48][CH2:47][N:46]([CH2:50][C:51]4[CH:56]=[CH:55][C:54]([CH3:57])=[CH:53][CH:52]=4)[CH2:45]3)=[CH:35][C:36]([F:42])=[C:37]([CH:41]=2)[C:38](O)=[O:39])[CH2:32][CH2:31]1.CS(N)(=O)=O.[CH:63]1([S:66]([NH2:69])(=[O:68])=[O:67])[CH2:65][CH2:64]1. (4) Given the product [CH:1]([C:2]1[CH:8]=[C:7]([CH2:24][C:19]2[C:18]([OH:26])=[C:17]([CH2:23][C:21]3[CH:22]=[CH:17][C:18]([OH:26])=[C:19]([CH:20]=3)[CH:24]=[O:25])[CH:22]=[C:21]([CH3:23])[CH:20]=2)[CH:6]=[CH:5][C:3]=1[OH:4])=[O:9], predict the reactants needed to synthesize it. The reactants are: [CH:1](=[O:9])[C:2]1[C:3](=[CH:5][CH:6]=[CH:7][CH:8]=1)[OH:4].P(=O)(O)(O)O.OC[C:17]1[CH:22]=[C:21]([CH3:23])[CH:20]=[C:19]([CH2:24][OH:25])[C:18]=1[OH:26]. (5) Given the product [CH2:6]([Si:14]([O:4][C:1](=[O:3])[CH3:2])([O:3][C:1](=[O:4])[CH3:2])[O:3][C:1](=[O:4])[CH3:2])[CH2:7][CH2:8][CH2:9][CH2:10][CH2:11][CH2:12][CH3:13], predict the reactants needed to synthesize it. The reactants are: [C:1]([O-:4])(=[O:3])[CH3:2].[Na+].[CH2:6]([Si:14](Cl)(Cl)Cl)[CH2:7][CH2:8][CH2:9][CH2:10][CH2:11][CH2:12][CH3:13].